From a dataset of Forward reaction prediction with 1.9M reactions from USPTO patents (1976-2016). Predict the product of the given reaction. (1) Given the reactants [CH3:1][O:2][C:3]1[CH:4]=[C:5]2[C:10](=[CH:11][CH:12]=1)[N:9]=[CH:8][C:7]([C:13]([O:15][CH2:16][CH3:17])=[O:14])=[C:6]2O.O=P(Cl)(Cl)[Cl:21].P(Cl)(Cl)(Cl)(Cl)Cl, predict the reaction product. The product is: [CH3:1][O:2][C:3]1[CH:4]=[C:5]2[C:10](=[CH:11][CH:12]=1)[N:9]=[CH:8][C:7]([C:13]([O:15][CH2:16][CH3:17])=[O:14])=[C:6]2[Cl:21]. (2) Given the reactants [NH:1]1[CH2:5][CH2:4][CH2:3][CH2:2]1.Cl[S:7]([C:10]1[CH:15]=[CH:14][C:13]([CH2:16][C:17]([OH:19])=[O:18])=[CH:12][CH:11]=1)(=[O:9])=[O:8], predict the reaction product. The product is: [N:1]1([S:7]([C:10]2[CH:11]=[CH:12][C:13]([CH2:16][C:17]([OH:19])=[O:18])=[CH:14][CH:15]=2)(=[O:9])=[O:8])[CH2:5][CH2:4][CH2:3][CH2:2]1.